Task: Predict the product of the given reaction.. Dataset: Forward reaction prediction with 1.9M reactions from USPTO patents (1976-2016) Given the reactants O[C:2]1[N:3]=[C:4]2[C:12]([O:13][CH3:14])=[C:11]([CH2:15][CH2:16][C:17]3[S:18][CH:19]=[C:20]([CH:22]([CH3:24])[CH3:23])[N:21]=3)[CH:10]=[CH:9][N:5]2[C:6](=[O:8])[CH:7]=1.C(N(CC)CC)C.S(Cl)(C1C=CC(C)=CC=1)(=O)=O.[NH:43]1[CH2:48][CH2:47][O:46][CH2:45][CH2:44]1, predict the reaction product. The product is: [CH:22]([C:20]1[N:21]=[C:17]([CH2:16][CH2:15][C:11]2[CH:10]=[CH:9][N:5]3[C:6](=[O:8])[CH:7]=[C:2]([N:43]4[CH2:48][CH2:47][O:46][CH2:45][CH2:44]4)[N:3]=[C:4]3[C:12]=2[O:13][CH3:14])[S:18][CH:19]=1)([CH3:23])[CH3:24].